From a dataset of Catalyst prediction with 721,799 reactions and 888 catalyst types from USPTO. Predict which catalyst facilitates the given reaction. (1) Reactant: F[P-](F)(F)(F)(F)F.N1(OC(N(C)C)=[N+](C)C)C2N=CC=CC=2N=N1.C(N(CC)CC)C.[CH:32]1([CH2:35][S:36]([NH:39][C:40]2[CH:41]=[C:42]3[C:47](=[CH:48][CH:49]=2)[CH2:46][NH:45][CH2:44][CH2:43]3)(=[O:38])=[O:37])[CH2:34][CH2:33]1.[N:50]1[CH:55]=[CH:54][CH:53]=[C:52]([O:56][CH2:57][C:58](O)=[O:59])[CH:51]=1. Product: [CH:32]1([CH2:35][S:36]([NH:39][C:40]2[CH:41]=[C:42]3[C:47](=[CH:48][CH:49]=2)[CH2:46][N:45]([C:58](=[O:59])[CH2:57][O:56][C:52]2[CH:51]=[N:50][CH:55]=[CH:54][CH:53]=2)[CH2:44][CH2:43]3)(=[O:38])=[O:37])[CH2:33][CH2:34]1. The catalyst class is: 9. (2) Reactant: [CH3:1][CH:2]1[CH2:6][C:5]2[CH:7]=[CH:8][CH:9]=[CH:10][C:4]=2[O:3]1.Cl[P:12](Cl)[CH2:13][CH2:14][CH2:15][P:16](Cl)Cl. Product: [CH3:1][CH:2]1[CH2:6][C:5]2[CH:7]=[CH:8][CH:9]=[C:10]([P:12]([C:10]3[C:4]4[O:3][CH:2]([CH3:1])[CH2:6][C:5]=4[CH:7]=[CH:8][CH:9]=3)[CH2:13][CH2:14][CH2:15][P:16]([C:10]3[C:4]4[O:3][CH:2]([CH3:1])[CH2:6][C:5]=4[CH:7]=[CH:8][CH:9]=3)[C:10]3[C:4]4[O:3][CH:2]([CH3:1])[CH2:6][C:5]=4[CH:7]=[CH:8][CH:9]=3)[C:4]=2[O:3]1. The catalyst class is: 237. (3) Product: [CH3:23][C:18]1[CH:17]=[C:16]([C:13]2[CH:12]=[N:11][C:10]([NH:9][C:7](=[O:8])[C:6]3[CH:24]=[C:2]([N:28]4[CH2:33][CH2:32][CH2:31][CH2:30][CH2:29]4)[CH:3]=[CH:4][C:5]=3[N+:25]([O-:27])=[O:26])=[N:15][CH:14]=2)[CH:21]=[CH:20][C:19]=1[CH3:22]. The catalyst class is: 9. Reactant: Cl[C:2]1[CH:3]=[CH:4][C:5]([N+:25]([O-:27])=[O:26])=[C:6]([CH:24]=1)[C:7]([NH:9][C:10]1[N:15]=[CH:14][C:13]([C:16]2[CH:21]=[CH:20][C:19]([CH3:22])=[C:18]([CH3:23])[CH:17]=2)=[CH:12][N:11]=1)=[O:8].[NH:28]1[CH2:33][CH2:32][CH2:31][CH2:30][CH2:29]1. (4) Product: [NH2:7][C@H:8]1[CH2:9][CH2:10][C@H:11]([CH2:14][NH:15][C:16]2[C:21]([N+:22]([O-:24])=[O:23])=[CH:20][N:19]=[C:18]([NH:25][CH2:26][C:27](=[O:34])[N:28]3[CH2:33][CH2:32][CH2:31][CH2:30][CH2:29]3)[N:17]=2)[CH2:12][CH2:13]1. Reactant: C(OC(=O)[NH:7][CH:8]1[CH2:13][CH2:12][CH:11]([CH2:14][NH:15][C:16]2[C:21]([N+:22]([O-:24])=[O:23])=[CH:20][N:19]=[C:18]([NH:25][CH2:26][C:27](=[O:34])[N:28]3[CH2:33][CH2:32][CH2:31][CH2:30][CH2:29]3)[N:17]=2)[CH2:10][CH2:9]1)(C)(C)C.C(O)(C(F)(F)F)=O.C([O-])([O-])=O.[Na+].[Na+]. The catalyst class is: 2. (5) Reactant: [H-].[Na+].[CH3:3][CH:4]1[CH2:9][CH2:8][N:7]([C:10]([C:12]2[CH:20]=[CH:19][C:18]3[NH:17][C:16]4[CH2:21][CH2:22][N:23]([C:25]([O:27][C:28]([CH3:31])([CH3:30])[CH3:29])=[O:26])[CH2:24][C:15]=4[C:14]=3[CH:13]=2)=[O:11])[CH2:6][CH2:5]1.Cl[CH2:33][CH:34]1[CH2:36][CH2:35]1. Product: [CH:34]1([CH2:33][N:17]2[C:18]3[CH:19]=[CH:20][C:12]([C:10]([N:7]4[CH2:8][CH2:9][CH:4]([CH3:3])[CH2:5][CH2:6]4)=[O:11])=[CH:13][C:14]=3[C:15]3[CH2:24][N:23]([C:25]([O:27][C:28]([CH3:30])([CH3:29])[CH3:31])=[O:26])[CH2:22][CH2:21][C:16]2=3)[CH2:36][CH2:35]1. The catalyst class is: 3. (6) Reactant: [C:1](/[CH:3]=[CH:4]/[S:5]([C:8]1[CH:13]=[CH:12][C:11]([C:14]([CH3:19])([CH3:18])[C:15]([OH:17])=O)=[CH:10][CH:9]=1)(=[O:7])=[O:6])#[N:2].[NH2:20][C:21]1[CH:26]=[C:25]([CH3:27])[CH:24]=[CH:23][C:22]=1[OH:28].Cl.CN(C)CCCN=C=NCC.ON1C2C=CC=CC=2N=N1. Product: [C:1](/[CH:3]=[CH:4]/[S:5]([C:8]1[CH:9]=[CH:10][C:11]([C:14]([CH3:19])([CH3:18])[C:15]([NH:20][C:21]2[CH:26]=[C:25]([CH3:27])[CH:24]=[CH:23][C:22]=2[OH:28])=[O:17])=[CH:12][CH:13]=1)(=[O:6])=[O:7])#[N:2]. The catalyst class is: 10. (7) Reactant: [C:1]([O:5][C:6]([N:8]1[CH2:12][CH2:11][C@H:10]([CH:13]=[O:14])[CH2:9]1)=[O:7])([CH3:4])([CH3:3])[CH3:2].[CH2:15]1[CH2:19]OC[CH2:16]1.[CH:20]1([Mg]Br)[CH2:22][CH2:21]1. Product: [C:1]([O:5][C:6]([N:8]1[CH2:12][CH2:11][C@H:10]([C@@H:13]([CH:16]2[CH2:15][CH2:19]2)[OH:14])[CH2:9]1)=[O:7])([CH3:4])([CH3:3])[CH3:2].[C:1]([O:5][C:6]([N:8]1[CH2:12][CH2:11][C@H:10]([C@H:13]([CH:20]2[CH2:22][CH2:21]2)[OH:14])[CH2:9]1)=[O:7])([CH3:4])([CH3:3])[CH3:2]. The catalyst class is: 625. (8) Reactant: C[Si]([N-][Si](C)(C)C)(C)C.[Li+].C1COCC1.[CH3:16][O:17][N:18]([CH3:30])[S:19]([C:22]1[N:23]=[CH:24][N:25]2[CH:29]=[CH:28][S:27][C:26]=12)(=[O:21])=[O:20].[CH2:31]([Sn:35](Cl)([CH2:40][CH2:41][CH2:42][CH3:43])[CH2:36][CH2:37][CH2:38][CH3:39])[CH2:32][CH2:33][CH3:34].[Cl-].[NH4+]. Product: [CH3:16][O:17][N:18]([CH3:30])[S:19]([C:22]1[N:23]=[CH:24][N:25]2[CH:29]=[C:28]([Sn:35]([CH2:36][CH2:37][CH2:38][CH3:39])([CH2:40][CH2:41][CH2:42][CH3:43])[CH2:31][CH2:32][CH2:33][CH3:34])[S:27][C:26]=12)(=[O:20])=[O:21]. The catalyst class is: 56.